From a dataset of Full USPTO retrosynthesis dataset with 1.9M reactions from patents (1976-2016). Predict the reactants needed to synthesize the given product. The reactants are: [NH2:1][C:2]1[C:7]([NH2:8])=[C:6]([NH:9][C@@H:10]2[C@@H:15]3[CH2:16][C@@H:12]([CH:13]=[CH:14]3)[C@@H:11]2[C:17]([NH2:19])=[O:18])[C:5]([Cl:20])=[CH:4][N:3]=1.[OH:21][C@H:22]([CH2:40][O:41][CH3:42])[CH2:23][N:24]1[CH2:29][CH2:28][CH:27]([C:30]2[CH:37]=[CH:36][C:33]([CH:34]=O)=[C:32]([O:38][CH3:39])[CH:31]=2)[CH2:26][CH2:25]1. Given the product [Cl:20][C:5]1[C:6]([NH:9][C@@H:10]2[C@@H:15]3[CH2:16][C@@H:12]([CH:13]=[CH:14]3)[C@@H:11]2[C:17]([NH2:19])=[O:18])=[C:7]2[N:8]=[C:34]([C:33]3[CH:36]=[CH:37][C:30]([CH:27]4[CH2:26][CH2:25][N:24]([CH2:23][C@H:22]([OH:21])[CH2:40][O:41][CH3:42])[CH2:29][CH2:28]4)=[CH:31][C:32]=3[O:38][CH3:39])[NH:1][C:2]2=[N:3][CH:4]=1, predict the reactants needed to synthesize it.